Dataset: TCR-epitope binding with 47,182 pairs between 192 epitopes and 23,139 TCRs. Task: Binary Classification. Given a T-cell receptor sequence (or CDR3 region) and an epitope sequence, predict whether binding occurs between them. (1) The epitope is GTSGSPIVNR. The TCR CDR3 sequence is CSVELSGINQPQHF. Result: 1 (the TCR binds to the epitope). (2) The epitope is KTSVDCTMYI. The TCR CDR3 sequence is CASSGGQGGNTIYF. Result: 1 (the TCR binds to the epitope). (3) The epitope is KLVALGINAV. The TCR CDR3 sequence is CATSIDRGREKLFF. Result: 1 (the TCR binds to the epitope). (4) The epitope is KLFIRQEEV. The TCR CDR3 sequence is CASSPVGGGPPTEAFF. Result: 0 (the TCR does not bind to the epitope).